This data is from Full USPTO retrosynthesis dataset with 1.9M reactions from patents (1976-2016). The task is: Predict the reactants needed to synthesize the given product. (1) Given the product [Cl:28][C:24]1[CH:23]=[C:22]([CH:27]=[CH:26][CH:25]=1)[CH2:21][NH:20][C:12]1[C:13]2[C:18]([CH3:19])=[N:17][CH:16]=[N:15][C:14]=2[N:9]([OH:8])[C:10](=[O:29])[CH:11]=1, predict the reactants needed to synthesize it. The reactants are: C([O:8][N:9]1[C:14]2[N:15]=[CH:16][N:17]=[C:18]([CH3:19])[C:13]=2[C:12]([NH:20][CH2:21][C:22]2[CH:27]=[CH:26][CH:25]=[C:24]([Cl:28])[CH:23]=2)=[CH:11][C:10]1=[O:29])C1C=CC=CC=1.CO.[H][H]. (2) Given the product [Br:13][C:14]1[C:22]2[S:21][N:20]=[CH:19][C:18]=2[CH:17]=[C:16]([I:28])[CH:15]=1, predict the reactants needed to synthesize it. The reactants are: O.C1(C)C=CC(S(O)(=O)=O)=CC=1.[Br:13][C:14]1[C:22]2[S:21][N:20]=[CH:19][C:18]=2[CH:17]=[C:16](N)[CH:15]=1.N([O-])=O.[Na+].[I-:28].[K+].C(=O)(O)[O-].[Na+].S([O-])([O-])(=O)=S.[Na+].[Na+]. (3) Given the product [C:19]([O:23][C:24]([N:26]1[CH2:31][CH2:30][CH:29]([CH2:32][CH2:33][N:14]2[CH:13]([CH3:18])[CH2:12][N:11]([C:8]3[CH:7]=[CH:6][C:5]([S:2]([CH3:1])(=[O:3])=[O:4])=[CH:10][CH:9]=3)[CH2:16][CH:15]2[CH3:17])[CH2:28][CH2:27]1)=[O:25])([CH3:22])([CH3:21])[CH3:20], predict the reactants needed to synthesize it. The reactants are: [CH3:1][S:2]([C:5]1[CH:10]=[CH:9][C:8]([N:11]2[CH2:16][CH:15]([CH3:17])[NH:14][CH:13]([CH3:18])[CH2:12]2)=[CH:7][CH:6]=1)(=[O:4])=[O:3].[C:19]([O:23][C:24]([N:26]1[CH2:31][CH2:30][CH:29]([CH2:32][CH2:33]OS(C)(=O)=O)[CH2:28][CH2:27]1)=[O:25])([CH3:22])([CH3:21])[CH3:20].C([O-])([O-])=O.[K+].[K+].CCOC(C)=O. (4) Given the product [F:30][C:29]([F:31])([F:32])[O:28][C:25]1[CH:24]=[CH:23][C:22]([NH:21][C:19](=[O:20])[NH:18][C@@H:15]2[CH2:16][CH2:17][C@H:12]([O:11][C:8]3[CH:7]=[CH:6][C:5]([C:4]([OH:33])=[O:3])=[CH:10][CH:9]=3)[CH2:13][CH2:14]2)=[CH:27][CH:26]=1, predict the reactants needed to synthesize it. The reactants are: C([O:3][C:4](=[O:33])[C:5]1[CH:10]=[CH:9][C:8]([O:11][C@H:12]2[CH2:17][CH2:16][C@@H:15]([NH:18][C:19]([NH:21][C:22]3[CH:27]=[CH:26][C:25]([O:28][C:29]([F:32])([F:31])[F:30])=[CH:24][CH:23]=3)=[O:20])[CH2:14][CH2:13]2)=[CH:7][CH:6]=1)C.[OH-].[Li+].O. (5) The reactants are: [H-].[Na+].[F:3][CH:4]([C:9](OC)=O)[C:5]([O:7][CH3:8])=[O:6].COC(=O)/C=C/[C:18]1[CH:23]=[CH:22][C:21]([CH2:24][N:25]2[CH2:29][CH2:28][CH2:27][C@@H:26]2[CH2:30][C:31]2[C:39]3[C:34](=[CH:35][CH:36]=[CH:37][CH:38]=3)[NH:33][CH:32]=2)=[CH:20][CH:19]=1. Given the product [CH3:8][O:7][C:5](=[O:6])/[C:4](/[F:3])=[CH:9]/[C:18]1[CH:19]=[CH:20][C:21]([CH2:24][N:25]2[CH2:29][CH2:28][CH2:27][C@@H:26]2[CH2:30][C:31]2[C:39]3[C:34](=[CH:35][CH:36]=[CH:37][CH:38]=3)[NH:33][CH:32]=2)=[CH:22][CH:23]=1, predict the reactants needed to synthesize it. (6) Given the product [N:25]1([C:2]2[N:7]=[C:6]([NH:8][C@H:9]3[CH2:14][CH2:13][O:12][CH2:11][C@H:10]3[CH3:15])[C:5]([N+:16]([O-:18])=[O:17])=[CH:4][N:3]=2)[C:29]2[CH:30]=[CH:31][CH:32]=[CH:33][C:28]=2[N:27]=[CH:26]1, predict the reactants needed to synthesize it. The reactants are: Cl[C:2]1[N:7]=[C:6]([NH:8][C@H:9]2[CH2:14][CH2:13][O:12][CH2:11][C@H:10]2[CH3:15])[C:5]([N+:16]([O-:18])=[O:17])=[CH:4][N:3]=1.C(=O)([O-])[O-].[K+].[K+].[N:25]1[C:29]2[CH:30]=[CH:31][CH:32]=[CH:33][C:28]=2[NH:27][CH:26]=1. (7) The reactants are: [O:1]=[C:2]1[C:7]([CH2:8][C:9]2[CH:14]=[CH:13][C:12]([C:15]3[C:16]([C:21]#[N:22])=[CH:17][CH:18]=[CH:19][CH:20]=3)=[CH:11][CH:10]=2)=[C:6]([CH2:23][CH2:24][CH3:25])[N:5]2[N:26]=[CH:27][N:28]=[C:4]2[NH:3]1.[F:29][C:30]1[CH:31]=[C:32](B(O)O)[CH:33]=[CH:34][C:35]=1[O:36][CH3:37].C(N(CC)CC)C.N1C=CC=CC=1. Given the product [F:29][C:30]1[CH:31]=[C:32]([N:3]2[C:2](=[O:1])[C:7]([CH2:8][C:9]3[CH:10]=[CH:11][C:12]([C:15]4[C:16]([C:21]#[N:22])=[CH:17][CH:18]=[CH:19][CH:20]=4)=[CH:13][CH:14]=3)=[C:6]([CH2:23][CH2:24][CH3:25])[N:5]3[N:26]=[CH:27][N:28]=[C:4]23)[CH:33]=[CH:34][C:35]=1[O:36][CH3:37], predict the reactants needed to synthesize it. (8) Given the product [Cl:1][C:2]1[C:3]2[C:45]([F:46])=[CH:44][CH:43]=[C:42]([F:47])[C:4]=2[S:5][C:6]=1[C:7]([N:9]([CH2:25][C:26]1[CH:27]=[C:28]([C:34]2[CH:35]=[CH:36][C:37]([S:40]([CH3:41])=[O:49])=[CH:38][CH:39]=2)[CH:29]=[CH:30][C:31]=1[O:32][CH3:33])[CH:10]1[CH2:11][CH2:12][CH:13]([N:16]([CH3:24])[C:17](=[O:23])[O:18][C:19]([CH3:20])([CH3:21])[CH3:22])[CH2:14][CH2:15]1)=[O:8], predict the reactants needed to synthesize it. The reactants are: [Cl:1][C:2]1[C:3]2[C:45]([F:46])=[CH:44][CH:43]=[C:42]([F:47])[C:4]=2[S:5][C:6]=1[C:7]([N:9]([CH2:25][C:26]1[CH:27]=[C:28]([C:34]2[CH:39]=[CH:38][C:37]([S:40][CH3:41])=[CH:36][CH:35]=2)[CH:29]=[CH:30][C:31]=1[O:32][CH3:33])[CH:10]1[CH2:15][CH2:14][CH:13]([N:16]([CH3:24])[C:17](=[O:23])[O:18][C:19]([CH3:22])([CH3:21])[CH3:20])[CH2:12][CH2:11]1)=[O:8].C([O-])(O)=[O:49].[Na+].ClC1C=CC=C(C(OO)=O)C=1.